The task is: Predict the reactants needed to synthesize the given product.. This data is from Full USPTO retrosynthesis dataset with 1.9M reactions from patents (1976-2016). (1) Given the product [CH2:44]([O:43][C:37]1[CH:36]=[C:35]([C:33]([C:27]2[CH:28]=[CH:29][C:30]([O:31][CH3:32])=[C:25]([O:24][CH2:22][CH3:23])[CH:26]=2)=[CH:9][C:10]#[N:11])[CH:40]=[CH:39][C:38]=1[O:41][CH3:42])[CH3:45], predict the reactants needed to synthesize it. The reactants are: C(OP([CH2:9][C:10]#[N:11])(=O)OCC)C.C[Si]([N-][Si](C)(C)C)(C)C.[Li+].[CH2:22]([O:24][C:25]1[CH:26]=[C:27]([C:33]([C:35]2[CH:40]=[CH:39][C:38]([O:41][CH3:42])=[C:37]([O:43][CH2:44][CH3:45])[CH:36]=2)=O)[CH:28]=[CH:29][C:30]=1[O:31][CH3:32])[CH3:23].O. (2) Given the product [C:26]([O:25][C:23](=[O:24])[CH2:22][N:14]([C:15]([O:17][C:18]([CH3:21])([CH3:20])[CH3:19])=[O:16])[C:12]1[CH:11]=[CH:10][CH:9]=[C:8]([CH:7]([CH2:6][C:5]2[CH:40]=[CH:41][C:2]([NH:42][C:43]3[CH:48]=[CH:47][CH:46]=[CH:45][CH:44]=3)=[CH:3][CH:4]=2)[NH:30][S:31]([C:34]2[CH:39]=[CH:38][CH:37]=[CH:36][N:35]=2)(=[O:33])=[O:32])[N:13]=1)([CH3:29])([CH3:28])[CH3:27], predict the reactants needed to synthesize it. The reactants are: Br[C:2]1[CH:41]=[CH:40][C:5]([CH2:6][CH:7]([NH:30][S:31]([C:34]2[CH:39]=[CH:38][CH:37]=[CH:36][N:35]=2)(=[O:33])=[O:32])[C:8]2[N:13]=[C:12]([N:14]([CH2:22][C:23]([O:25][C:26]([CH3:29])([CH3:28])[CH3:27])=[O:24])[C:15]([O:17][C:18]([CH3:21])([CH3:20])[CH3:19])=[O:16])[CH:11]=[CH:10][CH:9]=2)=[CH:4][CH:3]=1.[NH2:42][C:43]1[CH:48]=[CH:47][CH:46]=[CH:45][CH:44]=1.C1(C2C=CC=CC=2)C=CC=CC=1.C(PC(C)(C)C)(C)(C)C.CC(C)([O-])C.[Na+].[Cl-].[NH4+]. (3) Given the product [NH2:15][C:11]1[CH:10]=[C:9]([CH:14]=[CH:13][CH:12]=1)[C:8]([NH:7][C:4]1([C:1](=[O:3])[NH2:2])[CH2:6][CH2:5]1)=[O:18], predict the reactants needed to synthesize it. The reactants are: [C:1]([C:4]1([NH:7][C:8](=[O:18])[C:9]2[CH:14]=[CH:13][CH:12]=[C:11]([N+:15]([O-])=O)[CH:10]=2)[CH2:6][CH2:5]1)(=[O:3])[NH2:2]. (4) The reactants are: [CH3:1][C:2]1[NH:3][C:4]([CH3:23])=[C:5]([C:19]([O:21][CH3:22])=[O:20])[CH:6]([CH2:12][CH2:13][CH2:14][CH2:15][C:16]([OH:18])=O)[C:7]=1[C:8]([O:10][CH3:11])=[O:9].[CH:24]1([N:30]2[CH2:35][CH2:34][N:33]([CH2:36][CH2:37][CH2:38][NH2:39])[CH2:32][CH2:31]2)[CH2:29][CH2:28][CH2:27][CH2:26][CH2:25]1. Given the product [CH3:23][C:4]1[NH:3][C:2]([CH3:1])=[C:7]([C:8]([O:10][CH3:11])=[O:9])[CH:6]([CH2:12][CH2:13][CH2:14][CH2:15][C:16]([NH:39][CH2:38][CH2:37][CH2:36][N:33]2[CH2:32][CH2:31][N:30]([CH:24]3[CH2:29][CH2:28][CH2:27][CH2:26][CH2:25]3)[CH2:35][CH2:34]2)=[O:18])[C:5]=1[C:19]([O:21][CH3:22])=[O:20], predict the reactants needed to synthesize it. (5) Given the product [ClH:1].[ClH:1].[F:25][C:3]([F:2])([F:26])[S:4]([NH:7][CH2:8][CH2:9][CH2:10][CH2:11][CH2:12][N:13]1[CH2:23][C:22]2[N:24]3[C:15](=[CH:16][N:17]=[C:18]3[CH:19]=[CH:20][CH:21]=2)[CH2:14]1)(=[O:5])=[O:6], predict the reactants needed to synthesize it. The reactants are: [ClH:1].[F:2][C:3]([F:26])([F:25])[S:4]([NH:7][CH2:8][CH2:9][CH2:10][CH2:11][CH2:12][N:13]1[CH2:23][C:22]2[N:24]3[C:15](=[CH:16][N:17]=[C:18]3[CH:19]=[CH:20][CH:21]=2)[CH2:14]1)(=[O:6])=[O:5]. (6) Given the product [O:44]1[CH2:43][CH2:42][N:41]([CH2:40][CH2:39][O:38][C:35]2[CH:34]=[CH:33][C:32]([CH2:31][O:30][C:27]3[CH:26]=[CH:25][CH:24]=[C:23]4[C:28]=3[CH2:29][N:21]([CH:14]3[CH2:15][CH2:16][C:17](=[O:19])[NH:12][C:13]3=[O:48])[C:22]4=[O:47])=[CH:37][CH:36]=2)[CH2:46][CH2:45]1, predict the reactants needed to synthesize it. The reactants are: CC(C)([O-])C.[K+].C1COCC1.[NH2:12][C:13](=[O:48])[CH:14]([N:21]1[CH2:29][C:28]2[C:23](=[CH:24][CH:25]=[CH:26][C:27]=2[O:30][CH2:31][C:32]2[CH:37]=[CH:36][C:35]([O:38][CH2:39][CH2:40][N:41]3[CH2:46][CH2:45][O:44][CH2:43][CH2:42]3)=[CH:34][CH:33]=2)[C:22]1=[O:47])[CH2:15][CH2:16][C:17]([O:19]C)=O. (7) Given the product [CH2:7]([S:8][C:16]1[C:21]([C:22]([F:24])([F:25])[F:23])=[CH:20][C:19]([N+:26]([O-:28])=[O:27])=[CH:18][N:17]=1)[C:1]1[CH:6]=[CH:5][CH:4]=[CH:3][CH:2]=1, predict the reactants needed to synthesize it. The reactants are: [C:1]1([CH2:7][SH:8])[CH:6]=[CH:5][CH:4]=[CH:3][CH:2]=1.C(=O)([O-])[O-].[K+].[K+].Cl[C:16]1[C:21]([C:22]([F:25])([F:24])[F:23])=[CH:20][C:19]([N+:26]([O-:28])=[O:27])=[CH:18][N:17]=1. (8) The reactants are: [CH3:1][C:2]1[N:6]([CH2:7][C:8]2[CH:13]=[CH:12][C:11]([CH3:14])=[CH:10][CH:9]=2)[N:5]=[C:4]([C:15]([OH:17])=O)[CH:3]=1.C(Cl)(=O)C(Cl)=O.[NH3:24]. Given the product [CH3:1][C:2]1[N:6]([CH2:7][C:8]2[CH:13]=[CH:12][C:11]([CH3:14])=[CH:10][CH:9]=2)[N:5]=[C:4]([C:15]([NH2:24])=[O:17])[CH:3]=1, predict the reactants needed to synthesize it.